From a dataset of Reaction yield outcomes from USPTO patents with 853,638 reactions. Predict the reaction yield, written as a fraction of the theoretical maximum amount of product (1.0 means a 100% yield; for example, 0.34 means a 34% yield). (1) The reactants are CC(O)=O.[F:5][C:6]1[CH:7]=[C:8]([NH:30][C:31]([NH:33][CH:34]2[CH2:37][O:36][CH2:35]2)=[O:32])[CH:9]=[CH:10][C:11]=1[O:12][C:13]1[CH:18]=[CH:17][N:16]=[C:15]2[CH:19]=[C:20]([C:22]3[CH:27]=[CH:26][C:25]([CH:28]=O)=[CH:24][N:23]=3)[S:21][C:14]=12.[NH:38]1[CH2:48][CH2:47][CH2:46][CH:40]([C:41]([O:43][CH2:44][CH3:45])=[O:42])[CH2:39]1.C(O[BH-](OC(=O)C)OC(=O)C)(=O)C.[Na+].[OH-].[Na+]. The catalyst is CN1C(=O)CCC1.O. The product is [F:5][C:6]1[CH:7]=[C:8]([NH:30][C:31]([NH:33][CH:34]2[CH2:37][O:36][CH2:35]2)=[O:32])[CH:9]=[CH:10][C:11]=1[O:12][C:13]1[CH:18]=[CH:17][N:16]=[C:15]2[CH:19]=[C:20]([C:22]3[N:23]=[CH:24][C:25]([CH2:28][N:38]4[CH2:48][CH2:47][CH2:46][CH:40]([C:41]([O:43][CH2:44][CH3:45])=[O:42])[CH2:39]4)=[CH:26][CH:27]=3)[S:21][C:14]=12. The yield is 0.0800. (2) The reactants are [C:1]([O:5][C:6]([NH:8][C@@H:9]([CH2:21][C:22]1[CH:27]=[CH:26][C:25]([O:28]CC2C=CC=CC=2)=[C:24]([O:36]CC2C=CC=CC=2)[CH:23]=1)[C:10]([O:12][C@H:13]([CH3:20])[C@H:14]([O:16][C:17](=[O:19])[CH3:18])[CH3:15])=[O:11])=[O:7])([CH3:4])([CH3:3])[CH3:2].[H][H]. The catalyst is CO.[Pd]. The product is [OH:36][C:24]1[CH:23]=[C:22]([CH2:21][C@H:9]([NH:8][C:6]([O:5][C:1]([CH3:2])([CH3:3])[CH3:4])=[O:7])[C:10]([O:12][C@H:13]([CH3:20])[C@H:14]([O:16][C:17](=[O:19])[CH3:18])[CH3:15])=[O:11])[CH:27]=[CH:26][C:25]=1[OH:28]. The yield is 1.00. (3) The reactants are Br[CH:2]([C:9](=[O:14])[C:10]([CH3:13])([CH3:12])[CH3:11])[C:3](=O)[C:4]([CH3:7])([CH3:6])[CH3:5].[NH2:15][C:16]([NH2:18])=[S:17].C(=O)([O-])O.[Na+]. The catalyst is C(O)C. The product is [NH2:18][C:16]1[S:17][C:2]([C:9](=[O:14])[C:10]([CH3:13])([CH3:12])[CH3:11])=[C:3]([C:4]([CH3:7])([CH3:6])[CH3:5])[N:15]=1. The yield is 0.945. (4) The reactants are [F:1][C:2]1[C:3]([C:14](=[CH2:19])[C:15]([O:17]C)=[O:16])=[C:4]2[C:9](=[CH:10][CH:11]=1)[N:8]=[CH:7][C:6]([O:12][CH3:13])=[N:5]2.C([O:24]O)(C)(C)C.CCCCCCCCC.CC(C)([O-])C.[K+]. The catalyst is C1COCC1. The product is [F:1][C:2]1[C:3]([C:14]2([C:15]([OH:17])=[O:16])[CH2:19][O:24]2)=[C:4]2[C:9](=[CH:10][CH:11]=1)[N:8]=[CH:7][C:6]([O:12][CH3:13])=[N:5]2. The yield is 0.590. (5) The reactants are F[P-](F)(F)(F)(F)F.N1(O[P+](N(C)C)(N(C)C)N(C)C)C2C=CC=CC=2N=N1.[Cl-].[NH2:29][C:30]1[CH:38]=[C:37]2[C:33]([CH:34]=[C:35]([C:46]([O:48][CH2:49][CH3:50])=[O:47])[N:36]2[C:39]([O:41][C:42]([CH3:45])([CH3:44])[CH3:43])=[O:40])=[CH:32][CH:31]=1.[CH3:51][C:52]([O:55][CH2:56][CH2:57][C:58](O)=[O:59])([CH3:54])[CH3:53].C(N(C(C)C)CC)(C)C. The catalyst is CN(C=O)C. The product is [CH3:51][C:52]([O:55][CH2:56][CH2:57][C:58]([NH:29][C:30]1[CH:38]=[C:37]2[C:33]([CH:34]=[C:35]([C:46]([O:48][CH2:49][CH3:50])=[O:47])[N:36]2[C:39]([O:41][C:42]([CH3:45])([CH3:44])[CH3:43])=[O:40])=[CH:32][CH:31]=1)=[O:59])([CH3:54])[CH3:53]. The yield is 0.490. (6) The reactants are [Br:1][C:2]1[C:7]([O:8][CH3:9])=[CH:6][C:5]([CH2:10][OH:11])=[CH:4][C:3]=1[O:12][CH3:13].[CH2:14](N(CC)CC)C.S(Cl)(C)(=O)=O.CO.C[O-].[Na+]. The catalyst is C(COC)OC.O.C1(C)C=CC=CC=1. The product is [Br:1][C:2]1[C:7]([O:8][CH3:9])=[CH:6][C:5]([CH2:10][O:11][CH3:14])=[CH:4][C:3]=1[O:12][CH3:13]. The yield is 0.995. (7) The reactants are [C:1]([OH:10])(=[O:9])[C@@H:2]([C@H:4]([C:6]([OH:8])=[O:7])[OH:5])[OH:3].[CH2:11]([O:18][C:19](=[O:36])[C:20]([CH3:35])([O:22][C:23]1[CH:28]=[CH:27][CH:26]=[C:25]([CH:29]2[CH2:34][CH2:33][CH2:32][NH:31][CH2:30]2)[CH:24]=1)[CH3:21])[C:12]1[CH:17]=[CH:16][CH:15]=[CH:14][CH:13]=1. The catalyst is O.CC(=O)CC. The product is [C:6]([C@@H:4]([C@H:2]([C:1]([OH:10])=[O:9])[OH:3])[OH:5])([OH:8])=[O:7].[CH2:11]([O:18][C:19](=[O:36])[C:20]([CH3:21])([O:22][C:23]1[CH:28]=[CH:27][CH:26]=[C:25]([CH:29]2[CH2:34][CH2:33][CH2:32][NH:31][CH2:30]2)[CH:24]=1)[CH3:35])[C:12]1[CH:17]=[CH:16][CH:15]=[CH:14][CH:13]=1. The yield is 0.440.